From a dataset of Forward reaction prediction with 1.9M reactions from USPTO patents (1976-2016). Predict the product of the given reaction. (1) Given the reactants [CH2:1]([O:6][C:7]1[CH:14]=[CH:13][C:10]([CH:11]=O)=[CH:9][CH:8]=1)[CH2:2][CH2:3][C:4]#[CH:5].[NH2:15][C:16]1[CH:24]=[CH:23][CH:22]=[CH:21][C:17]=1[C:18]([NH2:20])=[O:19].II, predict the reaction product. The product is: [CH2:1]([O:6][C:7]1[CH:14]=[CH:13][C:10]([C:11]2[NH:20][C:18](=[O:19])[C:17]3[C:16](=[CH:24][CH:23]=[CH:22][CH:21]=3)[N:15]=2)=[CH:9][CH:8]=1)[CH2:2][CH2:3][C:4]#[CH:5]. (2) The product is: [CH3:2][C:1]1[N:12]=[C:10]([OH:11])[C:6]2[S:7][CH:8]=[CH:9][C:5]=2[N:4]=1. Given the reactants [C:1]([NH:4][C:5]1[CH:9]=[CH:8][S:7][C:6]=1[C:10]([NH2:12])=[O:11])(=O)[CH3:2].[OH-].[Na+].Cl, predict the reaction product. (3) Given the reactants [Cl:1][C:2]1[CH:7]=[CH:6][CH:5]=[CH:4][C:3]=1[OH:8].Br[CH2:10][CH2:11][CH2:12][C:13]([O:15]CC)=[O:14].C(=O)([O-])[O-].[K+].[K+].[OH-].[Na+].Cl, predict the reaction product. The product is: [Cl:1][C:2]1[CH:7]=[CH:6][CH:5]=[CH:4][C:3]=1[O:8][CH2:10][CH2:11][CH2:12][C:13]([OH:15])=[O:14]. (4) Given the reactants [F:1][C:2]1[CH:7]=[CH:6][C:5]([N:8]2[CH2:13][CH2:12][NH:11][CH2:10][CH2:9]2)=[CH:4][CH:3]=1.[C:14]1([C:22]2[CH:27]=[CH:26][CH:25]=[CH:24][CH:23]=2)[CH:19]=[CH:18][CH:17]=[C:16]([CH:20]=O)[CH:15]=1.[BH-](OC(C)=O)(OC(C)=O)OC(C)=O.[Na+].C1(C2C=CC=CC=2)C=CC=CC=1CN1CCN(C2C=CC=CC=2)CC1, predict the reaction product. The product is: [C:14]1([C:22]2[CH:23]=[CH:24][CH:25]=[CH:26][CH:27]=2)[CH:19]=[CH:18][CH:17]=[C:16]([CH2:20][N:11]2[CH2:12][CH2:13][N:8]([C:5]3[CH:4]=[CH:3][C:2]([F:1])=[CH:7][CH:6]=3)[CH2:9][CH2:10]2)[CH:15]=1. (5) Given the reactants C1N=CN(C(N2C=NC=C2)=O)C=1.[C:13]([C:15]1[CH:20]=[CH:19][C:18]([C:21]2[C:25]([C:26](O)=[O:27])=[C:24]([CH3:29])[O:23][N:22]=2)=[CH:17][CH:16]=1)#[N:14].[BH4-].[Na+].Cl, predict the reaction product. The product is: [C:13]([C:15]1[CH:16]=[CH:17][C:18]([C:21]2[C:25]([CH2:26][OH:27])=[C:24]([CH3:29])[O:23][N:22]=2)=[CH:19][CH:20]=1)#[N:14]. (6) Given the reactants [C:1]([CH2:3][O:4][C:5]1[C:6]([C:32]2[CH:37]=[CH:36][C:35]([CH3:38])=[CH:34][CH:33]=2)=[C:7]2[C:12](=[CH:13][CH:14]=1)[CH:11]=[C:10]([CH2:15][NH:16][C:17]([C:19]1[C:23]3[CH:24]=[CH:25][CH:26]=[CH:27][C:22]=3[O:21][C:20]=1[CH2:28][CH2:29][CH2:30][CH3:31])=[O:18])[CH:9]=[CH:8]2)#[N:2].[N-:39]=[N+:40]=[N-:41].[Na+].[Cl-].[NH4+], predict the reaction product. The product is: [NH:39]1[C:1]([CH2:3][O:4][C:5]2[C:6]([C:32]3[CH:33]=[CH:34][C:35]([CH3:38])=[CH:36][CH:37]=3)=[C:7]3[C:12](=[CH:13][CH:14]=2)[CH:11]=[C:10]([CH2:15][NH:16][C:17]([C:19]2[C:23]4[CH:24]=[CH:25][CH:26]=[CH:27][C:22]=4[O:21][C:20]=2[CH2:28][CH2:29][CH2:30][CH3:31])=[O:18])[CH:9]=[CH:8]3)=[N:2][N:41]=[N:40]1.